From a dataset of Catalyst prediction with 721,799 reactions and 888 catalyst types from USPTO. Predict which catalyst facilitates the given reaction. Reactant: Br[C:2]1[CH:3]=[C:4]2[C:12](=[C:13]([C:15](=[O:17])[NH2:16])[CH:14]=1)[NH:11][C:10]1[CH:9]=[C:8]([C:18]([O:20][CH2:21][CH3:22])=[O:19])[CH:7]=[CH:6][C:5]2=1.[F:23][C:24]1[CH:25]=[C:26](B2OC(C)(C)C(C)(C)O2)[CH:27]=[CH:28][C:29]=1[O:30][CH3:31].C([O-])([O-])=O.[Na+].[Na+].CO. Product: [C:15]([C:13]1[CH:14]=[C:2]([C:26]2[CH:27]=[CH:28][C:29]([O:30][CH3:31])=[C:24]([F:23])[CH:25]=2)[CH:3]=[C:4]2[C:12]=1[NH:11][C:10]1[CH:9]=[C:8]([C:18]([O:20][CH2:21][CH3:22])=[O:19])[CH:7]=[CH:6][C:5]2=1)(=[O:17])[NH2:16]. The catalyst class is: 206.